From a dataset of Reaction yield outcomes from USPTO patents with 853,638 reactions. Predict the reaction yield, written as a fraction of the theoretical maximum amount of product (1.0 means a 100% yield; for example, 0.34 means a 34% yield). (1) The reactants are Br[C:2](=[C:16]1[CH2:21][CH2:20][N:19]([CH2:22][CH2:23][CH2:24][CH3:25])[CH2:18][CH2:17]1)[C:3]1[CH:15]=[CH:14][C:6]([C:7]([N:9]([CH2:12][CH3:13])[CH2:10][CH3:11])=[O:8])=[CH:5][CH:4]=1.[NH2:26][C:27]1[CH:32]=[CH:31][CH:30]=[CH:29][C:28]=1B(O)O.C([O-])([O-])=O.[Na+].[Na+]. The catalyst is C1(C)C=CC=CC=1.C(O)C. The product is [NH2:26][C:27]1[CH:32]=[CH:31][CH:30]=[CH:29][C:28]=1[C:2](=[C:16]1[CH2:21][CH2:20][N:19]([CH2:22][CH2:23][CH2:24][CH3:25])[CH2:18][CH2:17]1)[C:3]1[CH:15]=[CH:14][C:6]([C:7]([N:9]([CH2:12][CH3:13])[CH2:10][CH3:11])=[O:8])=[CH:5][CH:4]=1. The yield is 0.950. (2) The catalyst is C(#N)C.O. The product is [C:1]([NH:4][C:5]1[S:9][C:8]2[C:10]([O:15][CH2:16][CH2:17][N:18]([CH2:21][CH3:22])[CH2:19][CH3:20])=[C:11]([C:33]3[CH:34]=[CH:35][C:30]([O:29][CH3:28])=[CH:31][CH:32]=3)[CH:12]=[CH:13][C:7]=2[C:6]=1[C:23]([O:25][CH2:26][CH3:27])=[O:24])(=[O:3])[CH3:2]. The yield is 0.960. The reactants are [C:1]([NH:4][C:5]1[S:9][C:8]2[C:10]([O:15][CH2:16][CH2:17][N:18]([CH2:21][CH3:22])[CH2:19][CH3:20])=[C:11](Br)[CH:12]=[CH:13][C:7]=2[C:6]=1[C:23]([O:25][CH2:26][CH3:27])=[O:24])(=[O:3])[CH3:2].[CH3:28][O:29][C:30]1[CH:35]=[CH:34][C:33](B(O)O)=[CH:32][CH:31]=1.P([O-])([O-])([O-])=O.[K+].[K+].[K+]. (3) The reactants are [Br:1][C:2]1[CH:3]=[C:4]2[C:8](=[C:9]([C:12]([OH:14])=[O:13])[C:10]=1[F:11])[N:7](C(OC(C)(C)C)=O)[CH2:6][CH2:5]2.C(O)(C(F)(F)F)=O. The catalyst is C(Cl)Cl. The product is [Br:1][C:2]1[CH:3]=[C:4]2[C:8](=[C:9]([C:12]([OH:14])=[O:13])[C:10]=1[F:11])[NH:7][CH2:6][CH2:5]2. The yield is 0.990. (4) The reactants are [Br:1][C:2]1[CH:3]=[C:4]([C:8]([CH3:13])([CH2:11][CH3:12])[C:9]#[N:10])[CH:5]=[CH:6][CH:7]=1.[AlH3].C1(C)C=CC=CC=1. The catalyst is C1COCC1. The product is [Br:1][C:2]1[CH:3]=[C:4]([C:8]([CH3:13])([CH2:11][CH3:12])[CH2:9][NH2:10])[CH:5]=[CH:6][CH:7]=1. The yield is 0.670.